Dataset: Forward reaction prediction with 1.9M reactions from USPTO patents (1976-2016). Task: Predict the product of the given reaction. (1) Given the reactants [H-].[Na+].[OH:3][CH2:4][C:5]([O:7][CH3:8])=[O:6].[Br:9][C:10]1[CH:15]=[CH:14][CH:13]=[C:12]([CH2:16]Br)[N:11]=1, predict the reaction product. The product is: [CH3:8][O:7][C:5](=[O:6])[CH2:4][O:3][CH2:16][C:12]1[CH:13]=[CH:14][CH:15]=[C:10]([Br:9])[N:11]=1. (2) Given the reactants [NH2:1][C:2]1[CH:7]=[CH:6][C:5]([C:8]([OH:17])([C:13]([F:16])([F:15])[F:14])[C:9]([F:12])([F:11])[F:10])=[CH:4][C:3]=1[Cl:18].[CH3:19][C:20](OC(C)=O)=[O:21], predict the reaction product. The product is: [Cl:18][C:3]1[CH:4]=[C:5]([C:8]([OH:17])([C:9]([F:10])([F:11])[F:12])[C:13]([F:14])([F:15])[F:16])[CH:6]=[CH:7][C:2]=1[NH:1][C:20](=[O:21])[CH3:19].